From a dataset of Full USPTO retrosynthesis dataset with 1.9M reactions from patents (1976-2016). Predict the reactants needed to synthesize the given product. (1) Given the product [CH2:7]([S:8][CH2:35][CH:21]1[CH2:22][CH:23]([C:25]2[CH:30]=[CH:29][C:28]([C:31]([F:34])([F:33])[F:32])=[CH:27][CH:26]=2)[CH2:24][N:19]([C:17]([N:11]2[CH2:16][CH2:15][O:14][CH2:13][CH2:12]2)=[O:18])[CH2:20]1)[C:4]1[CH:5]=[CH:6][CH:1]=[CH:2][CH:3]=1, predict the reactants needed to synthesize it. The reactants are: [CH:1]1[CH:6]=[CH:5][C:4]([CH2:7][SH:8])=[CH:3][CH:2]=1.[H-].[Na+].[N:11]1([C:17]([N:19]2[CH2:24][CH:23]([C:25]3[CH:30]=[CH:29][C:28]([C:31]([F:34])([F:33])[F:32])=[CH:27][CH:26]=3)[CH2:22][CH:21]([CH2:35]S([O-])(=O)=O)[CH2:20]2)=[O:18])[CH2:16][CH2:15][O:14][CH2:13][CH2:12]1.O. (2) Given the product [CH:1]([N:14]1[CH2:17][CH:16]([NH:18][C:25]2[CH:24]=[CH:23][C:22]([N+:27]([O-:29])=[O:28])=[CH:21][C:20]=2[F:19])[CH2:15]1)([C:8]1[CH:13]=[CH:12][CH:11]=[CH:10][CH:9]=1)[C:2]1[CH:3]=[CH:4][CH:5]=[CH:6][CH:7]=1, predict the reactants needed to synthesize it. The reactants are: [CH:1]([N:14]1[CH2:17][CH:16]([NH2:18])[CH2:15]1)([C:8]1[CH:13]=[CH:12][CH:11]=[CH:10][CH:9]=1)[C:2]1[CH:7]=[CH:6][CH:5]=[CH:4][CH:3]=1.[F:19][C:20]1[CH:21]=[C:22]([N+:27]([O-:29])=[O:28])[CH:23]=[CH:24][C:25]=1F.C(N(CC)CC)C. (3) Given the product [F:1][C:2]1[CH:7]=[CH:6][C:5]([CH:8]([NH:34][CH2:33][C:29]2[S:28][CH:32]=[CH:31][CH:30]=2)[CH2:9][N:10]2[CH2:15][CH2:14][N:13]([C:16]3[CH:21]=[N:20][CH:19]=[CH:18][N:17]=3)[CH2:12][CH2:11]2)=[CH:4][CH:3]=1, predict the reactants needed to synthesize it. The reactants are: [F:1][C:2]1[CH:7]=[CH:6][C:5]([CH:8](O)[CH2:9][N:10]2[CH2:15][CH2:14][N:13]([C:16]3[CH:21]=[N:20][CH:19]=[CH:18][N:17]=3)[CH2:12][CH2:11]2)=[CH:4][CH:3]=1.CS(Cl)(=O)=O.[S:28]1[CH:32]=[CH:31][CH:30]=[C:29]1[CH2:33][NH2:34]. (4) Given the product [NH2:52][C:53]1[CH:58]=[CH:57][CH:56]=[CH:55][C:54]=1[NH:59][C:60](=[O:71])[C:61]1[CH:66]=[CH:65][C:64]([NH:67][CH2:68][CH2:69][NH:70][C:19]([C:15]2[C:14]([CH3:22])=[C:13](/[CH:12]=[C:4]3\[C:5](=[O:11])[NH:6][C:7]4[C:3]\3=[C:2]([CH3:1])[CH:10]=[CH:9][CH:8]=4)[NH:17][C:16]=2[CH3:18])=[O:20])=[N:63][CH:62]=1, predict the reactants needed to synthesize it. The reactants are: [CH3:1][C:2]1[CH:10]=[CH:9][CH:8]=[C:7]2[C:3]=1/[C:4](=[CH:12]/[C:13]1[NH:17][C:16]([CH3:18])=[C:15]([C:19](O)=[O:20])[C:14]=1[CH3:22])/[C:5](=[O:11])[NH:6]2.Cl.C(N=C=NCCCN(C)C)C.OC1C2N=NNC=2C=CC=1.C(N(CC)CC)C.[NH2:52][C:53]1[CH:58]=[CH:57][CH:56]=[CH:55][C:54]=1[NH:59][C:60](=[O:71])[C:61]1[CH:66]=[CH:65][C:64]([NH:67][CH2:68][CH2:69][NH2:70])=[N:63][CH:62]=1. (5) Given the product [CH2:10]([O:8][C:1](=[O:9])[CH:2]([CH2:4][C:5]([O:7][CH2:28][C:18]1[CH:23]=[CH:22][CH:21]=[CH:20][CH:19]=1)=[O:6])[OH:3])[C:11]1[CH:16]=[CH:15][CH:14]=[CH:13][CH:12]=1, predict the reactants needed to synthesize it. The reactants are: [C:1]([OH:9])(=[O:8])[CH:2]([CH2:4][C:5]([OH:7])=[O:6])[OH:3].[CH2:10](O)[C:11]1[CH:16]=[CH:15][CH:14]=[CH:13][CH:12]=1.[C:18]1([CH3:28])[CH:23]=[CH:22][C:21](S(O)(=O)=O)=[CH:20][CH:19]=1. (6) Given the product [Cl:1][CH2:2][CH2:3][CH2:4][C:6]1[CH:7]=[C:8]2[C:13](=[C:14]([CH3:16])[CH:15]=1)[NH:12][C:11](=[O:17])[CH2:10][C:9]2([CH3:19])[CH3:18], predict the reactants needed to synthesize it. The reactants are: [Cl:1][CH2:2][CH2:3][C:4]([C:6]1[CH:7]=[C:8]2[C:13](=[C:14]([CH3:16])[CH:15]=1)[NH:12][C:11](=[O:17])[CH2:10][C:9]2([CH3:19])[CH3:18])=O.FC(F)(F)C(O)=O.C([SiH](CC)CC)C. (7) Given the product [Br:1][C:2]1[C:3]([C:9]([F:12])([F:10])[F:11])=[CH:4][C:5]([F:8])=[CH:6][C:7]=1[N+:13]([O-:15])=[O:14], predict the reactants needed to synthesize it. The reactants are: [Br:1][C:2]1[CH:7]=[CH:6][C:5]([F:8])=[CH:4][C:3]=1[C:9]([F:12])([F:11])[F:10].[N+:13]([O-])([O-:15])=[O:14].[K+].S(=O)(=O)(O)O.